The task is: Predict the reactants needed to synthesize the given product.. This data is from Full USPTO retrosynthesis dataset with 1.9M reactions from patents (1976-2016). Given the product [CH2:7]([N:15]1[CH2:28][CH2:27][C:26]2[C:25]3[CH:24]=[CH:23][CH:22]=[C:21]([C:29]4[CH:34]=[CH:33][CH:32]=[CH:31][CH:30]=4)[C:20]=3[NH:19][C:18]=2[CH2:17][CH2:16]1)[C:8]1[CH:9]=[CH:10][CH:11]=[CH:12][CH:13]=1, predict the reactants needed to synthesize it. The reactants are: [H-].[Al+3].[Li+].[H-].[H-].[H-].[C:7]([N:15]1[CH2:28][CH2:27][C:26]2[C:25]3[CH:24]=[CH:23][CH:22]=[C:21]([C:29]4[CH:34]=[CH:33][CH:32]=[CH:31][CH:30]=4)[C:20]=3[NH:19][C:18]=2[CH2:17][CH2:16]1)(=O)[C:8]1[CH:13]=[CH:12][CH:11]=[CH:10][CH:9]=1.O.[OH-].[Na+].